This data is from Forward reaction prediction with 1.9M reactions from USPTO patents (1976-2016). The task is: Predict the product of the given reaction. (1) Given the reactants [C:1]([C:5]1[S:6][C:7]([NH:13][C:14]([O:16][CH2:17][C:18]([Cl:21])([Cl:20])[Cl:19])=[O:15])=[C:8]([C:10]([OH:12])=O)[N:9]=1)([CH3:4])([CH3:3])[CH3:2].P(Cl)(Cl)(Cl)(Cl)Cl.[CH3:28][N:29]1[CH2:34][CH2:33][NH:32][C:31]([CH3:36])([CH3:35])[C:30]1=[O:37].CCN(C(C)C)C(C)C, predict the reaction product. The product is: [C:1]([C:5]1[S:6][C:7]([NH:13][C:14](=[O:15])[O:16][CH2:17][C:18]([Cl:21])([Cl:20])[Cl:19])=[C:8]([C:10]([N:32]2[CH2:33][CH2:34][N:29]([CH3:28])[C:30](=[O:37])[C:31]2([CH3:36])[CH3:35])=[O:12])[N:9]=1)([CH3:2])([CH3:3])[CH3:4]. (2) Given the reactants [C:1]1([CH:7]2[CH2:12][NH:11][CH2:10][CH2:9][NH:8]2)[CH:6]=[CH:5][CH:4]=[CH:3][CH:2]=1.F[C:14]1[CH:21]=[CH:20][CH:19]=[C:18]([F:22])[C:15]=1[C:16]#[N:17].C(=O)([O-])[O-].[K+].[K+].[Cl:29][C:30]1[CH:35]=[CH:34][C:33]([N:36]=[C:37]=[O:38])=[CH:32][CH:31]=1, predict the reaction product. The product is: [Cl:29][C:30]1[CH:35]=[CH:34][C:33]([NH:36][C:37]([N:8]2[CH2:9][CH2:10][N:11]([C:14]3[CH:21]=[CH:20][CH:19]=[C:18]([F:22])[C:15]=3[C:16]#[N:17])[CH2:12][CH:7]2[C:1]2[CH:2]=[CH:3][CH:4]=[CH:5][CH:6]=2)=[O:38])=[CH:32][CH:31]=1.